From a dataset of Full USPTO retrosynthesis dataset with 1.9M reactions from patents (1976-2016). Predict the reactants needed to synthesize the given product. (1) The reactants are: [C:1]1(=[O:9])[C:8]2[N:4]([CH:5]=[CH:6][CH:7]=2)[CH2:3][CH2:2]1.[Br:10]N1C(=O)CCC1=O. Given the product [Br:10][C:6]1[CH:7]=[C:8]2[N:4]([CH2:3][CH2:2][C:1]2=[O:9])[CH:5]=1, predict the reactants needed to synthesize it. (2) Given the product [NH2:1][C:2]1[C:7]2=[C:8]([C:21]3[S:22][C:23]4[C:29]([O:30][CH3:31])=[CH:28][C:27]([CH3:32])=[CH:26][C:24]=4[CH:25]=3)[C:9]([CH2:13][N:14]3[CH2:19][CH2:18][NH:17][C:16](=[O:20])[CH2:15]3)=[C:10]([CH2:11][O:12][CH3:37])[N:6]2[N:5]=[CH:4][N:3]=1, predict the reactants needed to synthesize it. The reactants are: [NH2:1][C:2]1[C:7]2=[C:8]([C:21]3[S:22][C:23]4[C:29]([O:30][CH3:31])=[CH:28][C:27]([CH3:32])=[CH:26][C:24]=4[CH:25]=3)[C:9]([CH2:13][N:14]3[CH2:19][CH2:18][NH:17][C:16](=[O:20])[CH2:15]3)=[C:10]([CH2:11][OH:12])[N:6]2[N:5]=[CH:4][N:3]=1.S(Cl)(Cl)=O.[CH3:37]O.C[O-].[Na+]. (3) Given the product [F:1][C:2]1[C:9]([F:10])=[C:8]([CH2:20][OH:21])[CH:7]=[C:6]([I:11])[C:3]=1[C:4]#[N:5], predict the reactants needed to synthesize it. The reactants are: [F:1][C:2]1[C:9]([F:10])=[CH:8][CH:7]=[C:6]([I:11])[C:3]=1[C:4]#[N:5].[Li+].CC([N-]C(C)C)C.[CH:20](OC)=[O:21]. (4) Given the product [OH:26][C:22]1[CH:21]=[C:20]([C:9]2[CH2:10][CH2:11][CH2:12][C:13]3[CH:18]=[C:17]([OH:19])[CH:16]=[CH:15][C:14]=3[C:8]=2[CH2:7][CH2:6][CH2:5][CH2:4][CH2:3][CH2:2][N:28]([CH3:27])[CH2:29][CH2:30][CH2:31][CH2:32][CH2:33][CH2:34][S:35]([CH2:38][CH2:39][CH2:40][C:41]([F:47])([F:46])[C:42]([F:43])([F:44])[F:45])(=[O:37])=[O:36])[CH:25]=[CH:24][CH:23]=1, predict the reactants needed to synthesize it. The reactants are: Br[CH2:2][CH2:3][CH2:4][CH2:5][CH2:6][CH2:7][C:8]1[C:14]2[CH:15]=[CH:16][C:17]([OH:19])=[CH:18][C:13]=2[CH2:12][CH2:11][CH2:10][C:9]=1[C:20]1[CH:25]=[CH:24][CH:23]=[C:22]([OH:26])[CH:21]=1.[CH3:27][NH:28][CH2:29][CH2:30][CH2:31][CH2:32][CH2:33][CH2:34][S:35]([CH2:38][CH2:39][CH2:40][C:41]([F:47])([F:46])[C:42]([F:45])([F:44])[F:43])(=[O:37])=[O:36].